From a dataset of Reaction yield outcomes from USPTO patents with 853,638 reactions. Predict the reaction yield, written as a fraction of the theoretical maximum amount of product (1.0 means a 100% yield; for example, 0.34 means a 34% yield). (1) The reactants are [F:1][C:2]1[CH:3]=[C:4]([C:8]2[CH:16]=[CH:15][C:11]([C:12]([OH:14])=O)=[CH:10][N:9]=2)[CH:5]=[CH:6][CH:7]=1.CN(C(ON1N=NC2C=CC=NC1=2)=[N+](C)C)C.F[P-](F)(F)(F)(F)F.CCN(C(C)C)C(C)C.[NH2:50][C@H:51]1[C@@H:55]([OH:56])[CH2:54][N:53]([C:57]([O:59][C:60]([CH3:63])([CH3:62])[CH3:61])=[O:58])[CH2:52]1. The catalyst is CN(C=O)C. The product is [C:60]([O:59][C:57]([N:53]1[CH2:54][C@H:55]([OH:56])[C@H:51]([NH:50][C:12]([C:11]2[CH:10]=[N:9][C:8]([C:4]3[CH:5]=[CH:6][CH:7]=[C:2]([F:1])[CH:3]=3)=[CH:16][CH:15]=2)=[O:14])[CH2:52]1)=[O:58])([CH3:63])([CH3:61])[CH3:62]. The yield is 0.580. (2) The reactants are [CH2:1]([N:8]1[CH2:14][CH2:13][CH2:12][CH2:11][CH:10]([NH:15][C:16]([C:29]2[CH:34]=[CH:33][CH:32]=[CH:31][CH:30]=2)([C:23]2[CH:28]=[CH:27][CH:26]=[CH:25][CH:24]=2)[C:17]2[CH:22]=[CH:21][CH:20]=[CH:19][CH:18]=2)[C:9]1=O)[C:2]1[CH:7]=[CH:6][CH:5]=[CH:4][CH:3]=1.[H-].[Al+3].[Li+].[H-].[H-].[H-].O.[OH-].[Na+]. The catalyst is O1CCCC1. The product is [CH2:1]([N:8]1[CH2:14][CH2:13][CH2:12][CH2:11][CH:10]([NH:15][C:16]([C:29]2[CH:30]=[CH:31][CH:32]=[CH:33][CH:34]=2)([C:23]2[CH:24]=[CH:25][CH:26]=[CH:27][CH:28]=2)[C:17]2[CH:18]=[CH:19][CH:20]=[CH:21][CH:22]=2)[CH2:9]1)[C:2]1[CH:3]=[CH:4][CH:5]=[CH:6][CH:7]=1. The yield is 0.780. (3) The reactants are [NH:1]1[CH2:5][CH2:4][CH2:3][CH2:2]1.C([Li])CCC.[CH3:11][C:12]1([CH3:32])[CH:29]=[C:28]([CH3:30])[C:27]2[C:14](=[CH:15][CH:16]=[C:17]3[C:26]=2[C:25](=[O:31])[O:24][C:23]2[C:18]3=[CH:19][CH:20]=[CH:21][CH:22]=2)[NH:13]1.[NH4+].[Cl-]. The catalyst is O1CCCC1.C(OCC)(=O)C.CCCCCC. The product is [OH:24][C:23]1[CH:22]=[CH:21][CH:20]=[CH:19][C:18]=1[C:17]1[C:26]([C:25]([N:1]2[CH2:5][CH2:4][CH2:3][CH2:2]2)=[O:31])=[C:27]2[C:14](=[CH:15][CH:16]=1)[NH:13][C:12]([CH3:11])([CH3:32])[CH:29]=[C:28]2[CH3:30]. The yield is 0.820. (4) The reactants are [Cl:1][C:2]1[CH:21]=[N:20][C:5]2=[N:6][C:7]([N:12]3[CH2:18][CH2:17][CH2:16][N:15]([CH3:19])[CH2:14][CH2:13]3)=[C:8]([NH:10][NH2:11])[N:9]=[C:4]2[CH:3]=1.[CH:22](OC)(OC)OC. No catalyst specified. The product is [Cl:1][C:2]1[CH:21]=[N:20][C:5]2[N:6]=[C:7]([N:12]3[CH2:18][CH2:17][CH2:16][N:15]([CH3:19])[CH2:14][CH2:13]3)[C:8]3[N:9]([CH:22]=[N:11][N:10]=3)[C:4]=2[CH:3]=1. The yield is 0.420. (5) The reactants are FC1C=C(C=CC=1)COC1C=CC(N)=CC=1.[F:17][C:18]1[CH:34]=[CH:33][C:21]([CH2:22][O:23][C:24]2[CH:29]=[CH:28][C:27]([N+:30]([O-])=O)=[CH:26][CH:25]=2)=[CH:20][CH:19]=1. No catalyst specified. The product is [F:17][C:18]1[CH:34]=[CH:33][C:21]([CH2:22][O:23][C:24]2[CH:29]=[CH:28][C:27]([NH2:30])=[CH:26][CH:25]=2)=[CH:20][CH:19]=1. The yield is 1.00. (6) The reactants are [NH:1]1[CH:5]=[CH:4][N:3]=[C:2]1[CH:6]=[O:7].[C:8]([O:12][C:13](=[O:16])[CH2:14]Br)([CH3:11])([CH3:10])[CH3:9].C(=O)([O-])[O-].[K+].[K+].[I-].[K+]. The catalyst is CN(C=O)C. The product is [CH:6]([C:2]1[N:1]([CH2:14][C:13]([O:12][C:8]([CH3:11])([CH3:10])[CH3:9])=[O:16])[CH:5]=[CH:4][N:3]=1)=[O:7]. The yield is 0.390. (7) The reactants are [F:1][C:2]([F:22])([F:21])[C:3]1[CH:20]=[CH:19][C:6]([CH2:7][NH:8][CH2:9][C:10]2[CH:11]=[C:12]([O:17][CH3:18])[CH:13]=[CH:14][C:15]=2[Br:16])=[CH:5][CH:4]=1.[C:23](O[C:23]([O:25][C:26]([CH3:29])([CH3:28])[CH3:27])=[O:24])([O:25][C:26]([CH3:29])([CH3:28])[CH3:27])=[O:24]. The catalyst is C1COCC1. The product is [C:26]([O:25][C:23]([N:8]([CH2:9][C:10]1[CH:11]=[C:12]([O:17][CH3:18])[CH:13]=[CH:14][C:15]=1[Br:16])[CH2:7][C:6]1[CH:19]=[CH:20][C:3]([C:2]([F:1])([F:21])[F:22])=[CH:4][CH:5]=1)=[O:24])([CH3:29])([CH3:28])[CH3:27]. The yield is 0.950. (8) The reactants are [Br:1][C:2]1[C:3]([N:20]2[CH2:25][CH2:24][N:23](C(NC3C=CC=CC=3)=O)[CH2:22][CH2:21]2)=[C:4]2[N:10]=[C:9]([C:11]3[CH:16]=[CH:15][C:14]([N:17]([CH3:19])[CH3:18])=[CH:13][CH:12]=3)[NH:8][C:5]2=[N:6][CH:7]=1.BrC1C(N2CCN([CH:52]([C:54]3[CH:55]=[N:56][CH:57]=[CH:58][CH:59]=3)[CH3:53])CC2)=C([N+]([O-])=O)C(N)=NC=1.[O-]S(S([O-])=O)=O.[Na+].[Na+].CN(C1C=CC(C=O)=CC=1)C. The catalyst is C(O)C.CN(C=O)C. The product is [Br:1][C:2]1[C:3]([N:20]2[CH2:25][CH2:24][N:23]([CH:52]([C:54]3[CH:55]=[N:56][CH:57]=[CH:58][CH:59]=3)[CH3:53])[CH2:22][CH2:21]2)=[C:4]2[N:10]=[C:9]([C:11]3[CH:12]=[CH:13][C:14]([N:17]([CH3:19])[CH3:18])=[CH:15][CH:16]=3)[NH:8][C:5]2=[N:6][CH:7]=1. The yield is 0.130. (9) The reactants are [O:1]1[CH2:6][CH2:5][CH:4]([C:7]([OH:9])=[O:8])[CH2:3][CH2:2]1.C(=O)([O-])[O-].[K+].[K+].[CH2:16](Br)[C:17]1[CH:22]=[CH:21][CH:20]=[CH:19][CH:18]=1. The catalyst is CN(C=O)C. The product is [O:1]1[CH2:6][CH2:5][CH:4]([C:7]([O:9][CH2:16][C:17]2[CH:22]=[CH:21][CH:20]=[CH:19][CH:18]=2)=[O:8])[CH2:3][CH2:2]1. The yield is 0.940.